The task is: Predict the reaction yield, written as a fraction of the theoretical maximum amount of product (1.0 means a 100% yield; for example, 0.34 means a 34% yield).. This data is from Reaction yield outcomes from USPTO patents with 853,638 reactions. The reactants are [NH2:1][C:2]1[CH:23]=[CH:22][C:5]([O:6][C:7]2[CH:8]=[CH:9][C:10]3[N:11]([CH:13]=[C:14]([NH:16][C:17]([CH:19]4[CH2:21][CH2:20]4)=[O:18])[N:15]=3)[CH:12]=2)=[C:4]([F:24])[CH:3]=1.[F:25][C:26]1[CH:31]=[CH:30][C:29]([N:32]2[C:37]([CH:38]([CH3:40])[CH3:39])=[CH:36][CH:35]=[C:34]([C:41](O)=[O:42])[C:33]2=[O:44])=[CH:28][CH:27]=1.CN(C(ON1N=NC2C=CC=NC1=2)=[N+](C)C)C.F[P-](F)(F)(F)(F)F.C(N(CC)C(C)C)(C)C. The catalyst is CN(C)C=O. The product is [CH:19]1([C:17]([NH:16][C:14]2[N:15]=[C:10]3[CH:9]=[CH:8][C:7]([O:6][C:5]4[CH:22]=[CH:23][C:2]([NH:1][C:41]([C:34]5[C:33](=[O:44])[N:32]([C:29]6[CH:30]=[CH:31][C:26]([F:25])=[CH:27][CH:28]=6)[C:37]([CH:38]([CH3:40])[CH3:39])=[CH:36][CH:35]=5)=[O:42])=[CH:3][C:4]=4[F:24])=[CH:12][N:11]3[CH:13]=2)=[O:18])[CH2:21][CH2:20]1. The yield is 0.580.